Dataset: Catalyst prediction with 721,799 reactions and 888 catalyst types from USPTO. Task: Predict which catalyst facilitates the given reaction. (1) Reactant: [C:1]([C:5]1[N:10]=[C:9]([CH3:11])[N:8]=[C:7]([N:12]2[CH2:17][CH2:16][N:15]([CH2:18][CH2:19][CH2:20][CH2:21][NH2:22])[CH2:14][CH2:13]2)[CH:6]=1)([CH3:4])([CH3:3])[CH3:2].C1N=CN([C:28]([N:30]2[CH:34]=N[CH:32]=[CH:31]2)=[O:29])C=1.[CH3:35][C:36]1[CH:44]=[CH:43][C:42]2[NH:41][C:40]3CCNC[C:39]=3[C:38]=2[CH:37]=1. Product: [C:1]([C:5]1[N:10]=[C:9]([CH3:11])[N:8]=[C:7]([N:12]2[CH2:13][CH2:14][N:15]([CH2:18][CH2:19][CH2:20][CH2:21][NH:22][C:28]([N:30]3[CH2:31][CH2:32][C:40]4[NH:41][C:42]5[CH:43]=[CH:44][C:36]([CH3:35])=[CH:37][C:38]=5[C:39]=4[CH2:34]3)=[O:29])[CH2:16][CH2:17]2)[CH:6]=1)([CH3:4])([CH3:2])[CH3:3]. The catalyst class is: 147. (2) Reactant: [F:1][C:2]1[CH:24]=[CH:23][CH:22]=[C:21]([F:25])[C:3]=1[CH2:4][O:5][C:6]1[C:7]2[N:8]([C:13]([C:18]([OH:20])=O)=[C:14]([CH2:16][CH3:17])[N:15]=2)[CH:9]=[C:10]([CH3:12])[CH:11]=1.F[B-](F)(F)F.N1(O[C+](N(C)C)N(C)C)C2C=CC=CC=2N=N1.CN1CCOCC1.Cl.Cl.[CH3:57][C:58]([NH2:64])([CH2:61][CH2:62][CH3:63])[CH2:59][NH2:60].C(O)(C(F)(F)F)=O. Product: [NH2:64][C:58]([CH3:57])([CH2:61][CH2:62][CH3:63])[CH2:59][NH:60][C:18]([C:13]1[N:8]2[CH:9]=[C:10]([CH3:12])[CH:11]=[C:6]([O:5][CH2:4][C:3]3[C:2]([F:1])=[CH:24][CH:23]=[CH:22][C:21]=3[F:25])[C:7]2=[N:15][C:14]=1[CH2:16][CH3:17])=[O:20]. The catalyst class is: 18.